Dataset: Full USPTO retrosynthesis dataset with 1.9M reactions from patents (1976-2016). Task: Predict the reactants needed to synthesize the given product. (1) Given the product [CH3:1][O:2][C:3]1[CH:4]=[C:5]2[CH2:11][CH2:10][NH:9][C:6]2=[CH:7][N:8]=1, predict the reactants needed to synthesize it. The reactants are: [CH3:1][O:2][C:3]1[CH:4]=[C:5]2[CH2:11][CH2:10][N:9](C(OC(C)(C)C)=O)[C:6]2=[CH:7][N:8]=1.FC(F)(F)C(O)=O.[OH-].[Na+]. (2) Given the product [Br:29][C:26]1[CH:25]=[CH:24][C:23]([C:15]([C:16]2[CH:21]=[CH:20][C:19]([Br:22])=[CH:18][CH:17]=2)=[CH:14][CH2:13][S:12][C:9]2[CH:10]=[CH:11][C:6]([O:5][CH2:4][C:3]([OH:32])=[O:2])=[C:7]([CH2:30][CH3:31])[CH:8]=2)=[CH:28][CH:27]=1, predict the reactants needed to synthesize it. The reactants are: C[O:2][C:3](=[O:32])[CH2:4][O:5][C:6]1[CH:11]=[CH:10][C:9]([S:12][CH2:13][CH:14]=[C:15]([C:23]2[CH:28]=[CH:27][C:26]([Br:29])=[CH:25][CH:24]=2)[C:16]2[CH:21]=[CH:20][C:19]([Br:22])=[CH:18][CH:17]=2)=[CH:8][C:7]=1[CH2:30][CH3:31].[OH-].[Na+].Cl.